Dataset: Reaction yield outcomes from USPTO patents with 853,638 reactions. Task: Predict the reaction yield, written as a fraction of the theoretical maximum amount of product (1.0 means a 100% yield; for example, 0.34 means a 34% yield). (1) The reactants are [F:1][C:2]1[CH:11]=[C:10]2[C:5]([CH:6]=[C:7]([C@@H:15]([N:17]3C(=O)C4C(=CC=CC=4)C3=O)[CH3:16])[C:8]([CH2:12][CH2:13][CH3:14])=[N:9]2)=[CH:4][CH:3]=1.O.NN. The catalyst is C(O)C. The product is [F:1][C:2]1[CH:11]=[C:10]2[C:5]([CH:6]=[C:7]([C@@H:15]([NH2:17])[CH3:16])[C:8]([CH2:12][CH2:13][CH3:14])=[N:9]2)=[CH:4][CH:3]=1. The yield is 0.820. (2) The reactants are [F:1][C:2]1[CH:7]=[C:6]([F:8])[C:5]([F:9])=[CH:4][C:3]=1[C:10]1[N:11]=[C:12]2[N:16]([CH:17]=1)[CH:15]=[CH:14][O:13]2.CN(C=O)C.C1C(=O)N([I:30])C(=O)C1. The catalyst is O. The product is [I:30][C:17]1[N:16]2[C:12]([O:13][CH:14]=[CH:15]2)=[N:11][C:10]=1[C:3]1[CH:4]=[C:5]([F:9])[C:6]([F:8])=[CH:7][C:2]=1[F:1]. The yield is 0.730.